Regression. Given two drug SMILES strings and cell line genomic features, predict the synergy score measuring deviation from expected non-interaction effect. From a dataset of NCI-60 drug combinations with 297,098 pairs across 59 cell lines. (1) Drug 1: CN1CCC(CC1)COC2=C(C=C3C(=C2)N=CN=C3NC4=C(C=C(C=C4)Br)F)OC. Drug 2: C1CCC(CC1)NC(=O)N(CCCl)N=O. Cell line: MDA-MB-435. Synergy scores: CSS=13.9, Synergy_ZIP=5.14, Synergy_Bliss=13.1, Synergy_Loewe=6.07, Synergy_HSA=8.37. (2) Drug 1: C1CC2CC3=C(CC1C24CN(S(=O)(=O)N4)CC(F)(F)F)C=CC(=C3)C=CCN5CCC(CC5)C(F)(F)F. Drug 2: CCC1(CC2CC(C3=C(CCN(C2)C1)C4=CC=CC=C4N3)(C5=C(C=C6C(=C5)C78CCN9C7C(C=CC9)(C(C(C8N6C)(C(=O)OC)O)OC(=O)C)CC)OC)C(=O)OC)O. Cell line: SW-620. Synergy scores: CSS=59.9, Synergy_ZIP=9.89, Synergy_Bliss=8.14, Synergy_Loewe=-28.4, Synergy_HSA=9.63. (3) Drug 1: CN(CC1=CN=C2C(=N1)C(=NC(=N2)N)N)C3=CC=C(C=C3)C(=O)NC(CCC(=O)O)C(=O)O. Drug 2: CS(=O)(=O)OCCCCOS(=O)(=O)C. Cell line: HT29. Synergy scores: CSS=43.0, Synergy_ZIP=1.17, Synergy_Bliss=-1.73, Synergy_Loewe=-30.5, Synergy_HSA=-2.03. (4) Drug 1: C1CNP(=O)(OC1)N(CCCl)CCCl. Drug 2: CC1CCCC2(C(O2)CC(NC(=O)CC(C(C(=O)C(C1O)C)(C)C)O)C(=CC3=CSC(=N3)C)C)C. Cell line: SK-MEL-28. Synergy scores: CSS=32.5, Synergy_ZIP=4.79, Synergy_Bliss=4.75, Synergy_Loewe=-7.43, Synergy_HSA=5.60. (5) Drug 1: CC1=CC2C(CCC3(C2CCC3(C(=O)C)OC(=O)C)C)C4(C1=CC(=O)CC4)C. Drug 2: C#CCC(CC1=CN=C2C(=N1)C(=NC(=N2)N)N)C3=CC=C(C=C3)C(=O)NC(CCC(=O)O)C(=O)O. Cell line: SK-MEL-28. Synergy scores: CSS=-5.84, Synergy_ZIP=2.56, Synergy_Bliss=0.156, Synergy_Loewe=-4.48, Synergy_HSA=-4.01. (6) Drug 1: C1=NC2=C(N=C(N=C2N1C3C(C(C(O3)CO)O)O)F)N. Drug 2: CC1CCCC2(C(O2)CC(NC(=O)CC(C(C(=O)C(C1O)C)(C)C)O)C(=CC3=CSC(=N3)C)C)C. Cell line: SNB-19. Synergy scores: CSS=43.1, Synergy_ZIP=-2.93, Synergy_Bliss=-5.32, Synergy_Loewe=-11.7, Synergy_HSA=-2.79.